This data is from NCI-60 drug combinations with 297,098 pairs across 59 cell lines. The task is: Regression. Given two drug SMILES strings and cell line genomic features, predict the synergy score measuring deviation from expected non-interaction effect. (1) Drug 1: CC(CN1CC(=O)NC(=O)C1)N2CC(=O)NC(=O)C2. Drug 2: CC(C1=C(C=CC(=C1Cl)F)Cl)OC2=C(N=CC(=C2)C3=CN(N=C3)C4CCNCC4)N. Cell line: SK-MEL-5. Synergy scores: CSS=5.80, Synergy_ZIP=-1.73, Synergy_Bliss=-1.59, Synergy_Loewe=-6.71, Synergy_HSA=-6.46. (2) Drug 1: C1C(C(OC1N2C=NC3=C(N=C(N=C32)Cl)N)CO)O. Drug 2: CCC(=C(C1=CC=CC=C1)C2=CC=C(C=C2)OCCN(C)C)C3=CC=CC=C3.C(C(=O)O)C(CC(=O)O)(C(=O)O)O. Cell line: IGROV1. Synergy scores: CSS=13.8, Synergy_ZIP=-3.43, Synergy_Bliss=-0.0259, Synergy_Loewe=-0.824, Synergy_HSA=-0.0738. (3) Drug 1: CNC(=O)C1=NC=CC(=C1)OC2=CC=C(C=C2)NC(=O)NC3=CC(=C(C=C3)Cl)C(F)(F)F. Drug 2: C1=NNC2=C1C(=O)NC=N2. Cell line: CAKI-1. Synergy scores: CSS=-13.4, Synergy_ZIP=22.1, Synergy_Bliss=10.4, Synergy_Loewe=-12.7, Synergy_HSA=-9.93. (4) Drug 2: CC(C)NC(=O)C1=CC=C(C=C1)CNNC.Cl. Cell line: EKVX. Synergy scores: CSS=12.8, Synergy_ZIP=-3.95, Synergy_Bliss=0.230, Synergy_Loewe=-11.1, Synergy_HSA=-0.988. Drug 1: CS(=O)(=O)CCNCC1=CC=C(O1)C2=CC3=C(C=C2)N=CN=C3NC4=CC(=C(C=C4)OCC5=CC(=CC=C5)F)Cl. (5) Synergy scores: CSS=-4.52, Synergy_ZIP=2.13, Synergy_Bliss=-0.907, Synergy_Loewe=-3.89, Synergy_HSA=-3.70. Drug 2: CCC1(CC2CC(C3=C(CCN(C2)C1)C4=CC=CC=C4N3)(C5=C(C=C6C(=C5)C78CCN9C7C(C=CC9)(C(C(C8N6C)(C(=O)OC)O)OC(=O)C)CC)OC)C(=O)OC)O.OS(=O)(=O)O. Cell line: MCF7. Drug 1: CC1=C(C=C(C=C1)C(=O)NC2=CC(=CC(=C2)C(F)(F)F)N3C=C(N=C3)C)NC4=NC=CC(=N4)C5=CN=CC=C5. (6) Drug 1: CC1C(C(CC(O1)OC2CC(OC(C2O)C)OC3=CC4=CC5=C(C(=O)C(C(C5)C(C(=O)C(C(C)O)O)OC)OC6CC(C(C(O6)C)O)OC7CC(C(C(O7)C)O)OC8CC(C(C(O8)C)O)(C)O)C(=C4C(=C3C)O)O)O)O. Drug 2: C1=NNC2=C1C(=O)NC=N2. Cell line: MDA-MB-435. Synergy scores: CSS=50.6, Synergy_ZIP=1.10, Synergy_Bliss=0.526, Synergy_Loewe=-22.1, Synergy_HSA=-1.01.